The task is: Predict the reaction yield, written as a fraction of the theoretical maximum amount of product (1.0 means a 100% yield; for example, 0.34 means a 34% yield).. This data is from Reaction yield outcomes from USPTO patents with 853,638 reactions. (1) The reactants are [CH2:1]([C@@H:8]1[O:12][C:11]([CH3:14])([CH3:13])[O:10][C:9]1=[O:15])[C:2]1[CH:7]=[CH:6][CH:5]=[CH:4][CH:3]=1.[Li+].CC([N-]C(C)C)C.[C:24]([O:28][CH3:29])(=[O:27])[CH:25]=[CH2:26]. The catalyst is C1COCC1. The product is [CH3:29][O:28][C:24](=[O:27])[CH2:25][CH2:26][C:8]1([CH2:1][C:2]2[CH:3]=[CH:4][CH:5]=[CH:6][CH:7]=2)[C:9](=[O:15])[O:10][C:11]([CH3:13])([CH3:14])[O:12]1. The yield is 0.540. (2) The reactants are [C:1]([NH:5][S:6]([CH2:9][CH2:10][CH2:11]Cl)(=[O:8])=[O:7])([CH3:4])([CH3:3])[CH3:2].[Li][CH2:14]CCC.CI. The catalyst is C1COCC1. The product is [C:1]([NH:5][S:6]([C:9]1([CH3:14])[CH2:11][CH2:10]1)(=[O:8])=[O:7])([CH3:4])([CH3:3])[CH3:2]. The yield is 0.810.